Dataset: Peptide-MHC class II binding affinity with 134,281 pairs from IEDB. Task: Regression. Given a peptide amino acid sequence and an MHC pseudo amino acid sequence, predict their binding affinity value. This is MHC class II binding data. (1) The peptide sequence is PTPLAKEDFLRCLVK. The MHC is HLA-DPA10103-DPB10401 with pseudo-sequence HLA-DPA10103-DPB10401. The binding affinity (normalized) is 0.826. (2) The peptide sequence is TRKIMKVVNRWLFRH. The MHC is HLA-DQA10201-DQB10402 with pseudo-sequence HLA-DQA10201-DQB10402. The binding affinity (normalized) is 0.247. (3) The peptide sequence is VSRGTAKLRWFHERG. The MHC is DRB3_0301 with pseudo-sequence DRB3_0301. The binding affinity (normalized) is 0. (4) The peptide sequence is AAATAGTTVYGAFRA. The MHC is HLA-DPA10103-DPB10601 with pseudo-sequence HLA-DPA10103-DPB10601. The binding affinity (normalized) is 0.